Dataset: Full USPTO retrosynthesis dataset with 1.9M reactions from patents (1976-2016). Task: Predict the reactants needed to synthesize the given product. Given the product [CH2:18]([O:20][C:21]([NH:23][C:24]1([CH2:30][N:31]2[CH2:36][CH2:35][N:34]([S:37]([C:40]3[CH:41]=[CH:42][C:43]([CH:46]=[CH2:47])=[CH:44][CH:45]=3)(=[O:38])=[O:39])[CH2:33][C:32]2=[O:48])[CH2:25][CH2:26][N:27]([C:2]2[CH:7]=[CH:6][N:5]=[C:4]([CH2:8][OH:9])[CH:3]=2)[CH2:28][CH2:29]1)=[O:22])[CH3:19], predict the reactants needed to synthesize it. The reactants are: Cl[C:2]1[CH:7]=[CH:6][N:5]=[C:4]([CH2:8][OH:9])[CH:3]=1.C(N(CC)CC)C.Cl.[CH2:18]([O:20][C:21]([NH:23][C:24]1([CH2:30][N:31]2[CH2:36][CH2:35][N:34]([S:37]([C:40]3[CH:45]=[CH:44][C:43]([CH:46]=[CH2:47])=[CH:42][CH:41]=3)(=[O:39])=[O:38])[CH2:33][C:32]2=[O:48])[CH2:29][CH2:28][NH:27][CH2:26][CH2:25]1)=[O:22])[CH3:19].